From a dataset of Catalyst prediction with 721,799 reactions and 888 catalyst types from USPTO. Predict which catalyst facilitates the given reaction. (1) Reactant: [CH2:1]([O:8][C:9]1[CH:14]=[CH:13][C:12]([C@@H:15]([O:39][Si](CC)(CC)CC)[CH2:16][NH:17][C@H:18]([CH3:38])[CH2:19][O:20][C:21]2[CH:26]=[CH:25][C:24]([C:27]3[CH:32]=[CH:31][C:30]([C:33]([O:35][CH2:36][CH3:37])=[O:34])=[CH:29][CH:28]=3)=[CH:23][CH:22]=2)=[CH:11][C:10]=1[NH:47][S:48]([CH3:51])(=[O:50])=[O:49])[C:2]1[CH:7]=[CH:6][CH:5]=[CH:4][CH:3]=1.[F-].C([N+](CCCC)(CCCC)CCCC)CCC. Product: [CH2:1]([O:8][C:9]1[CH:14]=[CH:13][C:12]([C@@H:15]([OH:39])[CH2:16][NH:17][C@H:18]([CH3:38])[CH2:19][O:20][C:21]2[CH:26]=[CH:25][C:24]([C:27]3[CH:32]=[CH:31][C:30]([C:33]([O:35][CH2:36][CH3:37])=[O:34])=[CH:29][CH:28]=3)=[CH:23][CH:22]=2)=[CH:11][C:10]=1[NH:47][S:48]([CH3:51])(=[O:49])=[O:50])[C:2]1[CH:7]=[CH:6][CH:5]=[CH:4][CH:3]=1. The catalyst class is: 7. (2) Reactant: CC1(C)[O:6][C@@H:5]2[C@@H:7]([CH2:23][N:24]([CH3:49])[CH2:25][CH2:26][CH2:27][CH2:28][C:29]3[N:33](OCC[Si](C)(C)C)[C:32]4[CH:41]=[C:42]([C:45]([F:48])([F:47])[F:46])[CH:43]=[CH:44][C:31]=4[N:30]=3)[CH2:8][C@@H:9]([N:10]3[C:14]4[N:15]=[CH:16][N:17]=[C:18]([NH:19][CH:20]5[CH2:22][CH2:21]5)[C:13]=4[CH:12]=[CH:11]3)[C@@H:4]2[O:3]1.[ClH:51]. Product: [ClH:51].[ClH:51].[ClH:51].[CH:20]1([NH:19][C:18]2[C:13]3[CH:12]=[CH:11][N:10]([C@@H:9]4[CH2:8][C@H:7]([CH2:23][N:24]([CH3:49])[CH2:25][CH2:26][CH2:27][CH2:28][C:29]5[NH:33][C:32]6[CH:41]=[C:42]([C:45]([F:48])([F:47])[F:46])[CH:43]=[CH:44][C:31]=6[N:30]=5)[C@@H:5]([OH:6])[C@H:4]4[OH:3])[C:14]=3[N:15]=[CH:16][N:17]=2)[CH2:21][CH2:22]1. The catalyst class is: 5. (3) Reactant: Cl[C:2]1[N:7]=[C:6]([NH2:8])[C:5]([CH3:9])=[CH:4][N:3]=1.[N:10]1([CH2:16][C:17]2[CH:22]=[CH:21][C:20]([NH2:23])=[CH:19][CH:18]=2)[CH2:15][CH2:14][O:13][CH2:12][CH2:11]1. Product: [CH3:9][C:5]1[C:6]([NH2:8])=[N:7][C:2]([NH:23][C:20]2[CH:19]=[CH:18][C:17]([CH2:16][N:10]3[CH2:11][CH2:12][O:13][CH2:14][CH2:15]3)=[CH:22][CH:21]=2)=[N:3][CH:4]=1. The catalyst class is: 15. (4) Reactant: [F:1][C:2]([F:14])([F:13])[C:3]1[CH:8]=[CH:7][C:6]([S:9](Cl)(=[O:11])=[O:10])=[CH:5][CH:4]=1.[OH:15][C@:16]([CH3:52])([CH2:50][OH:51])[C:17](=[O:49])[C@@H:18]([NH:26][C:27](=[O:48])[C@@H:28]([NH:32][C:33](=[O:47])[C@@H:34]([NH:38][C:39]([C:41]1[S:45][C:44]([CH3:46])=[N:43][CH:42]=1)=[O:40])[CH2:35][O:36][CH3:37])[CH2:29][O:30][CH3:31])[CH2:19][C:20]1[CH:25]=[CH:24][CH:23]=[CH:22][CH:21]=1.CCN(C(C)C)C(C)C. The catalyst class is: 64. Product: [F:1][C:2]([F:14])([F:13])[C:3]1[CH:8]=[CH:7][C:6]([S:9]([O:51][CH2:50][C@:16]([OH:15])([CH3:52])[C:17](=[O:49])[C@@H:18]([NH:26][C:27](=[O:48])[C@@H:28]([NH:32][C:33](=[O:47])[C@@H:34]([NH:38][C:39]([C:41]2[S:45][C:44]([CH3:46])=[N:43][CH:42]=2)=[O:40])[CH2:35][O:36][CH3:37])[CH2:29][O:30][CH3:31])[CH2:19][C:20]2[CH:21]=[CH:22][CH:23]=[CH:24][CH:25]=2)(=[O:11])=[O:10])=[CH:5][CH:4]=1.